This data is from Full USPTO retrosynthesis dataset with 1.9M reactions from patents (1976-2016). The task is: Predict the reactants needed to synthesize the given product. (1) The reactants are: [C:1]1([CH:7]2[CH2:12][CH2:11][N:10]([C:13](=[O:16])[CH2:14][CH3:15])[CH2:9][CH2:8]2)[CH:6]=[CH:5][CH:4]=[CH:3][CH:2]=1.C=O.Cl.S(Cl)(Cl)=O.[Cl:24][CH2:25]Cl. Given the product [Cl:24][CH2:25][C:4]1[CH:3]=[CH:2][C:1]([CH:7]2[CH2:8][CH2:9][N:10]([C:13](=[O:16])[CH2:14][CH3:15])[CH2:11][CH2:12]2)=[CH:6][CH:5]=1, predict the reactants needed to synthesize it. (2) Given the product [C:23]([O:27][C:28]([NH:30][CH2:31][C:32]1[CH:37]=[CH:36][C:35]([C:2]2[C:3]([F:22])=[CH:4][N:5]3[C:10]([C:11]=2[CH3:12])=[C:9]([CH:13]2[CH2:15][CH2:14]2)[CH:8]=[C:7]([C:16]([O:18][CH2:19][CH3:20])=[O:17])[C:6]3=[O:21])=[CH:34][CH:33]=1)=[O:29])([CH3:26])([CH3:24])[CH3:25], predict the reactants needed to synthesize it. The reactants are: Cl[C:2]1[C:3]([F:22])=[CH:4][N:5]2[C:10]([C:11]=1[CH3:12])=[C:9]([CH:13]1[CH2:15][CH2:14]1)[CH:8]=[C:7]([C:16]([O:18][CH2:19][CH3:20])=[O:17])[C:6]2=[O:21].[C:23]([O:27][C:28]([NH:30][CH2:31][C:32]1[CH:37]=[CH:36][C:35](B(O)O)=[CH:34][CH:33]=1)=[O:29])([CH3:26])([CH3:25])[CH3:24]. (3) Given the product [CH3:2][C:3]1([CH3:26])[CH2:12][CH2:11][C:10]([CH3:13])([CH3:14])[C:9]2[CH:8]=[C:7]([C:15]3[N:16]=[C:17]([CH:20]4[CH2:25][CH2:24][N:23]([CH2:28][CH2:29][O:30][CH2:31][CH2:32][OH:33])[CH2:22][CH2:21]4)[S:18][CH:19]=3)[CH:6]=[CH:5][C:4]1=2, predict the reactants needed to synthesize it. The reactants are: Cl.[CH3:2][C:3]1([CH3:26])[CH2:12][CH2:11][C:10]([CH3:14])([CH3:13])[C:9]2[CH:8]=[C:7]([C:15]3[N:16]=[C:17]([CH:20]4[CH2:25][CH2:24][NH:23][CH2:22][CH2:21]4)[S:18][CH:19]=3)[CH:6]=[CH:5][C:4]1=2.Cl[CH2:28][CH2:29][O:30][CH2:31][CH2:32][OH:33].Cl. (4) Given the product [Cl:1][C:2]1[CH:7]=[CH:6][C:5]([C:8]2[C:13]([C:14]([NH2:24])=[O:15])=[CH:12][N:11]=[CH:10][CH:9]=2)=[C:4]([F:17])[CH:3]=1, predict the reactants needed to synthesize it. The reactants are: [Cl:1][C:2]1[CH:7]=[CH:6][C:5]([C:8]2[C:13]([C:14](O)=[O:15])=[CH:12][N:11]=[CH:10][CH:9]=2)=[C:4]([F:17])[CH:3]=1.C1C=CC2N(O)N=[N:24]C=2C=1.C(Cl)CCl.CCN(C(C)C)C(C)C.[Cl-].[NH4+]. (5) The reactants are: [N+:1]([C:4]1[CH:8]=[N:7][NH:6][C:5]=1[NH2:9])([O-:3])=[O:2].CN(C)[CH:12]=[CH:13][C:14]([C:16]1[CH:17]=[C:18]([N:22]([CH2:26][CH3:27])[C:23](=[O:25])[CH3:24])[CH:19]=[CH:20][CH:21]=1)=O.C(OCC)(=O)C. Given the product [CH2:26]([N:22]([C:18]1[CH:19]=[CH:20][CH:21]=[C:16]([C:14]2[N:6]3[N:7]=[CH:8][C:4]([N+:1]([O-:3])=[O:2])=[C:5]3[N:9]=[CH:12][CH:13]=2)[CH:17]=1)[C:23](=[O:25])[CH3:24])[CH3:27], predict the reactants needed to synthesize it. (6) Given the product [Br:1][C:2]1[CH:3]=[N:4][C:5]2[N:6]([N:8]=[C:9]([C:11]([N:16]3[CH2:17][CH2:18][C:19]4[C:24](=[CH:23][CH:22]=[CH:21][C:20]=4[C:25]4[CH:30]=[N:29][CH:28]=[N:27][CH:26]=4)[CH:15]3[CH3:14])=[O:13])[CH:10]=2)[CH:7]=1, predict the reactants needed to synthesize it. The reactants are: [Br:1][C:2]1[CH:3]=[N:4][C:5]2[N:6]([N:8]=[C:9]([C:11]([OH:13])=O)[CH:10]=2)[CH:7]=1.[CH3:14][CH:15]1[C:24]2[C:19](=[C:20]([C:25]3[CH:26]=[N:27][CH:28]=[N:29][CH:30]=3)[CH:21]=[CH:22][CH:23]=2)[CH2:18][CH2:17][NH:16]1. (7) Given the product [CH:15]1([S:21][CH:4]([C:5]2[CH:10]=[CH:9][C:8]([Cl:11])=[C:7]([Cl:12])[CH:6]=2)[C:3]([OH:2])=[O:14])[CH2:20][CH2:19][CH2:18][CH2:17][CH2:16]1.[CH:15]1([S:21][CH:4]([C:5]2[CH:10]=[CH:9][C:8]([Cl:11])=[C:7]([Cl:12])[CH:6]=2)[C:3]([NH:22][C:23]2[S:24][CH:25]=[CH:26][N:27]=2)=[O:14])[CH2:20][CH2:19][CH2:18][CH2:17][CH2:16]1, predict the reactants needed to synthesize it. The reactants are: C[O:2][C:3](=[O:14])[CH:4](Br)[C:5]1[CH:10]=[CH:9][C:8]([Cl:11])=[C:7]([Cl:12])[CH:6]=1.[CH:15]1([SH:21])[CH2:20][CH2:19][CH2:18][CH2:17][CH2:16]1.[NH2:22][C:23]1[S:24][CH:25]=[CH:26][N:27]=1. (8) Given the product [F:1][C:2]1[CH:3]=[CH:4][C:5]([CH2:8][CH2:9][C:10]2[CH:11]=[CH:12][C:13]([NH2:16])=[CH:14][CH:15]=2)=[CH:6][CH:7]=1, predict the reactants needed to synthesize it. The reactants are: [F:1][C:2]1[CH:7]=[CH:6][C:5]([CH:8]=[CH:9][C:10]2[CH:15]=[CH:14][C:13]([NH2:16])=[CH:12][CH:11]=2)=[CH:4][CH:3]=1. (9) Given the product [Cl:1][C:2]1[CH:7]=[CH:6][CH:5]=[CH:4][C:3]=1[C:8](=[O:17])[C:9]([C:10]1[CH:11]=[CH:12][C:13]([Cl:16])=[CH:14][CH:15]=1)=[CH:18][N:19]([CH3:21])[CH3:20], predict the reactants needed to synthesize it. The reactants are: [Cl:1][C:2]1[CH:7]=[CH:6][CH:5]=[CH:4][C:3]=1[C:8](=[O:17])[CH2:9][C:10]1[CH:15]=[CH:14][C:13]([Cl:16])=[CH:12][CH:11]=1.[CH3:18][N:19]([CH:21]=O)[CH3:20].